From a dataset of Reaction yield outcomes from USPTO patents with 853,638 reactions. Predict the reaction yield, written as a fraction of the theoretical maximum amount of product (1.0 means a 100% yield; for example, 0.34 means a 34% yield). The reactants are [CH3:1][C:2]1[C:3]([N+:16]([O-:18])=[O:17])=[C:4]([C:10]([N+:13]([O-:15])=[O:14])=[CH:11][CH:12]=1)[C:5]([O:7][CH2:8][CH3:9])=[O:6].C[C:20]([N:22]([CH3:24])[CH3:23])=O. The catalyst is CN(C=O)C. The product is [CH3:20][N:22]([CH3:24])/[CH:23]=[CH:1]/[C:2]1[C:3]([N+:16]([O-:18])=[O:17])=[C:4]([C:10]([N+:13]([O-:15])=[O:14])=[CH:11][CH:12]=1)[C:5]([O:7][CH2:8][CH3:9])=[O:6]. The yield is 0.580.